Dataset: Full USPTO retrosynthesis dataset with 1.9M reactions from patents (1976-2016). Task: Predict the reactants needed to synthesize the given product. (1) Given the product [Br:15][C:16]1[S:20][C:19]2=[N:21][C:22]([C:24]([NH:14][CH2:13][C:3]3[CH:4]=[C:5]([O:8][C:9]([F:11])([F:12])[F:10])[CH:6]=[CH:7][C:2]=3[F:1])=[O:25])=[CH:23][N:18]2[CH:17]=1, predict the reactants needed to synthesize it. The reactants are: [F:1][C:2]1[CH:7]=[CH:6][C:5]([O:8][C:9]([F:12])([F:11])[F:10])=[CH:4][C:3]=1[CH2:13][NH2:14].[Br:15][C:16]1[S:20][C:19]2=[N:21][C:22]([C:24](O)=[O:25])=[CH:23][N:18]2[CH:17]=1. (2) Given the product [F:2][C:3]([F:14])([F:15])[C:4]1[CH:5]=[C:6]([C:10]2([NH2:13])[CH2:11][CH2:12]2)[CH:7]=[CH:8][CH:9]=1, predict the reactants needed to synthesize it. The reactants are: Cl.[F:2][C:3]([F:15])([F:14])[C:4]1[CH:5]=[C:6]([C:10]2([NH2:13])[CH2:12][CH2:11]2)[CH:7]=[CH:8][CH:9]=1.[OH-].[Na+].ClCCl. (3) Given the product [CH3:1][O:2][C:3]([C:5]1([C:9]2[CH:14]=[CH:13][C:12]([NH:15][C:16]3[C:21]4[CH2:22][CH2:23][CH2:24][C:20]=4[N:19]=[C:18]([N:26]4[CH2:30][CH2:29][CH2:28][C:27]4=[O:31])[N:17]=3)=[CH:11][CH:10]=2)[CH2:8][CH2:7][CH2:6]1)=[O:4], predict the reactants needed to synthesize it. The reactants are: [CH3:1][O:2][C:3]([C:5]1([C:9]2[CH:14]=[CH:13][C:12]([NH:15][C:16]3[C:21]4[CH2:22][CH2:23][CH2:24][C:20]=4[N:19]=[C:18](Cl)[N:17]=3)=[CH:11][CH:10]=2)[CH2:8][CH2:7][CH2:6]1)=[O:4].[NH:26]1[CH2:30][CH2:29][CH2:28][C:27]1=[O:31].C(=O)([O-])[O-].[Cs+].[Cs+]. (4) The reactants are: [OH:1][NH:2][C:3](=[NH:32])[C:4]1[CH:9]=[CH:8][C:7]([O:10][CH2:11][CH2:12][CH2:13][CH2:14][CH2:15][O:16][C:17]2[CH:22]=[CH:21][C:20]([C:23]3[N:24]=[C:25]([CH3:31])[S:26][C:27]=3[CH:28]([CH3:30])[CH3:29])=[CH:19][CH:18]=2)=[CH:6][CH:5]=1.[CH2:33]([S:35]([OH:38])(=[O:37])=[O:36])[CH3:34].CC(C)=O.CCCCCC. Given the product [CH3:34][CH2:33][S:35]([OH:38])(=[O:37])=[O:36].[OH:1][NH:2][C:3](=[NH:32])[C:4]1[CH:9]=[CH:8][C:7]([O:10][CH2:11][CH2:12][CH2:13][CH2:14][CH2:15][O:16][C:17]2[CH:22]=[CH:21][C:20]([C:23]3[N:24]=[C:25]([CH3:31])[S:26][C:27]=3[CH:28]([CH3:29])[CH3:30])=[CH:19][CH:18]=2)=[CH:6][CH:5]=1, predict the reactants needed to synthesize it.